Predict which catalyst facilitates the given reaction. From a dataset of Catalyst prediction with 721,799 reactions and 888 catalyst types from USPTO. (1) Reactant: [NH2:1][CH:2]1[CH2:7][CH2:6][N:5]([CH2:8][C@H:9]2[N:19]3[C:20]4[N:11]([C:12](=[O:22])[CH:13]=[CH:14][C:15]=4[N:16]=[CH:17][C:18]3=[O:21])[CH2:10]2)[CH2:4][CH2:3]1.[N:23]1[S:24][N:25]=[C:26]2[CH:31]=[C:30]([CH:32]=O)[CH:29]=[CH:28][C:27]=12.C(O[BH-](OC(=O)C)OC(=O)C)(=O)C.[Na+].C(=O)([O-])O.[Na+].[Cl:53]CCl. Product: [ClH:53].[N:23]1[S:24][N:25]=[C:26]2[CH:31]=[C:30]([CH2:32][NH:1][CH:2]3[CH2:7][CH2:6][N:5]([CH2:8][C@H:9]4[N:19]5[C:20]6[N:11]([C:12](=[O:22])[CH:13]=[CH:14][C:15]=6[N:16]=[CH:17][C:18]5=[O:21])[CH2:10]4)[CH2:4][CH2:3]3)[CH:29]=[CH:28][C:27]=12. The catalyst class is: 254. (2) Reactant: Cl[C:2]1[CH:7]=[C:6]([Cl:8])[N:5]=[C:4]([S:9][CH3:10])[N:3]=1.CCN(C(C)C)C(C)C.[CH:20]12[CH2:26][CH:23]([NH:24][CH2:25]1)[CH2:22][O:21]2.O. Product: [Cl:8][C:6]1[N:5]=[C:4]([S:9][CH3:10])[N:3]=[C:2]([N:24]2[CH2:25][C@@H:20]3[CH2:26][C@H:23]2[CH2:22][O:21]3)[CH:7]=1. The catalyst class is: 3. (3) Reactant: [O:1]=[C:2]1[CH:14](C(OC(C)(C)C)=O)[N:6]2[C:7]3[C:12]([CH:13]=[C:5]2[CH2:4][CH2:3]1)=[CH:11][CH:10]=[CH:9][CH:8]=3. Product: [CH:11]1[CH:10]=[CH:9][CH:8]=[C:7]2[C:12]=1[CH:13]=[C:5]1[CH2:4][CH2:3][C:2](=[O:1])[CH2:14][N:6]12. The catalyst class is: 11. (4) Reactant: [CH2:1]([O:8][C:9]1[CH:10]=[C:11]([C:19]([O:21][CH3:22])=[O:20])[CH:12]=[C:13]([CH:18]=1)[C:14]([O:16]C)=[O:15])[C:2]1[CH:7]=[CH:6][CH:5]=[CH:4][CH:3]=1.[OH-].[Na+]. Product: [CH2:1]([O:8][C:9]1[CH:18]=[C:13]([CH:12]=[C:11]([C:19]([O:21][CH3:22])=[O:20])[CH:10]=1)[C:14]([OH:16])=[O:15])[C:2]1[CH:3]=[CH:4][CH:5]=[CH:6][CH:7]=1. The catalyst class is: 87. (5) Reactant: Br[C:2]1[CH:7]=[C:6]([CH2:8][OH:9])[C:5]([F:10])=[CH:4][N:3]=1.[CH3:11][N:12](C)C=O. Product: [F:10][C:5]1[C:6]([CH2:8][OH:9])=[CH:7][C:2]([C:11]#[N:12])=[N:3][CH:4]=1. The catalyst class is: 267. (6) Reactant: [N+]([C:4]1[CH:5]=[C:6]([C:12]#[N:13])[C:7](=[CH:10][CH:11]=1)[C:8]#[N:9])([O-])=O.[CH3:14][CH:15]([OH:28])[CH2:16][CH2:17][CH2:18][CH2:19][CH2:20][CH2:21][CH2:22][CH2:23][CH2:24][CH2:25][CH2:26][CH3:27].[OH-].[Li+]. Product: [CH3:14][CH:15]([O:28][C:4]1[CH:5]=[C:6]([C:12]#[N:13])[C:7](=[CH:10][CH:11]=1)[C:8]#[N:9])[CH2:16][CH2:17][CH2:18][CH2:19][CH2:20][CH2:21][CH2:22][CH2:23][CH2:24][CH2:25][CH2:26][CH3:27]. The catalyst class is: 58. (7) Reactant: [C:1]([OH:9])(=O)/[C:2](=[C:4](\[CH:6]=[O:7])/[Cl:5])/[Cl:3].[C:10]([CH2:12][C:13]([NH2:15])=[O:14])#[N:11].[OH-].[Na+].Cl. Product: [C:10]([CH:12]([CH:1]1[C:2]([Cl:3])=[C:4]([Cl:5])[C:6](=[O:7])[O:9]1)[C:13]([NH2:15])=[O:14])#[N:11]. The catalyst class is: 5. (8) Reactant: Br[CH:2]([C:7]1[CH:12]=[CH:11][CH:10]=[CH:9][CH:8]=1)[C:3]([O:5][CH3:6])=[O:4].C(N(CC)CC)C.[NH:20]1[CH2:25][CH2:24][O:23][CH2:22][CH2:21]1.O. Product: [N:20]1([CH:2]([C:7]2[CH:12]=[CH:11][CH:10]=[CH:9][CH:8]=2)[C:3]([O:5][CH3:6])=[O:4])[CH2:25][CH2:24][O:23][CH2:22][CH2:21]1. The catalyst class is: 10. (9) Reactant: [CH2:1]([C:3]1([O:35]C(=O)OCC2C=CC=CC=2)[C:8]2[CH:9]=[C:10]3[N:18]([C:19](=[O:20])[C:7]=2[CH2:6][O:5][C:4]1=[O:34])[CH2:17][C:16]1[C:15]([CH2:21][CH2:22][Si:23]([CH2:26][CH2:27][CH2:28][OH:29])([CH3:25])[CH3:24])=[C:14]2[CH:30]=[CH:31][CH:32]=[CH:33][C:13]2=[N:12][C:11]3=1)[CH3:2].[H][H].[CH2:48]([OH:50])[CH3:49]. Product: [CH2:1]([C:3]1([OH:35])[C:8]2[CH:9]=[C:10]3[N:18]([C:19](=[O:20])[C:7]=2[CH2:6][O:5][C:4]1=[O:34])[CH2:17][C:16]1[C:15]([CH2:21][CH2:22][Si:23]([CH3:25])([CH3:24])[CH2:26][CH2:27][CH2:28][O:29][C:48](=[O:50])[C:49]2[CH:7]=[CH:8][CH:3]=[CH:1][CH:2]=2)=[C:14]2[CH:30]=[CH:31][CH:32]=[CH:33][C:13]2=[N:12][C:11]3=1)[CH3:2]. The catalyst class is: 45.